Dataset: Full USPTO retrosynthesis dataset with 1.9M reactions from patents (1976-2016). Task: Predict the reactants needed to synthesize the given product. Given the product [Cl:10][C:11]1[CH:33]=[CH:32][C:14]([CH2:15][NH:16][C:17]([C:19]2[C:20](=[O:31])[C:21]3[CH:28]=[C:27]([CH2:29][N:43]([CH2:42][CH:41]([C:37]4[O:38][C:39]([CH3:40])=[C:35]([CH3:34])[CH:36]=4)[OH:45])[CH3:44])[O:26][C:22]=3[N:23]([CH3:25])[CH:24]=2)=[O:18])=[CH:13][CH:12]=1, predict the reactants needed to synthesize it. The reactants are: C(N(CC)C(C)C)(C)C.[Cl:10][C:11]1[CH:33]=[CH:32][C:14]([CH2:15][NH:16][C:17]([C:19]2[C:20](=[O:31])[C:21]3[CH:28]=[C:27]([CH2:29]Cl)[O:26][C:22]=3[N:23]([CH3:25])[CH:24]=2)=[O:18])=[CH:13][CH:12]=1.[CH3:34][C:35]1[CH:36]=[C:37]([CH:41]([OH:45])[CH2:42][NH:43][CH3:44])[O:38][C:39]=1[CH3:40].O.